This data is from Forward reaction prediction with 1.9M reactions from USPTO patents (1976-2016). The task is: Predict the product of the given reaction. (1) Given the reactants [CH3:1][C:2]1[N:7]=[C:6]([C:8]([OH:10])=[O:9])[CH:5]=[CH:4][C:3]=1[N+:11]([O-:13])=[O:12].S(Cl)(Cl)=O.[CH3:18]O, predict the reaction product. The product is: [CH3:1][C:2]1[N:7]=[C:6]([C:8]([O:10][CH3:18])=[O:9])[CH:5]=[CH:4][C:3]=1[N+:11]([O-:13])=[O:12]. (2) Given the reactants [Cl:1][C:2]1[CH:7]=[CH:6][N:5]=[C:4]([C:8]#[N:9])[CH:3]=1.C[O-].[Na+].[CH2:13](N)[CH2:14][NH2:15], predict the reaction product. The product is: [Cl:1][C:2]1[CH:7]=[CH:6][N:5]=[C:4]([C:8]2[NH:15][CH2:14][CH2:13][N:9]=2)[CH:3]=1.